Predict the reactants needed to synthesize the given product. From a dataset of Full USPTO retrosynthesis dataset with 1.9M reactions from patents (1976-2016). (1) Given the product [F:53][C:52]([F:55])([F:54])[C:50]([OH:56])=[O:51].[NH2:24][C:21]1[CH:20]=[CH:19][C:18]([C:16]([N:12]2[CH2:13][CH2:14][CH2:15][CH:10]([CH2:9][NH:8][C:5]3[N:4]=[C:3]([C:32]4[C:40]5[C:35](=[CH:36][CH:37]=[CH:38][CH:39]=5)[N:34]([S:41]([C:44]5[CH:45]=[CH:46][CH:47]=[CH:48][CH:49]=5)(=[O:42])=[O:43])[CH:33]=4)[C:2]([Cl:1])=[CH:7][N:6]=3)[CH2:11]2)=[O:17])=[CH:23][CH:22]=1, predict the reactants needed to synthesize it. The reactants are: [Cl:1][C:2]1[C:3]([C:32]2[C:40]3[C:35](=[CH:36][CH:37]=[CH:38][CH:39]=3)[N:34]([S:41]([C:44]3[CH:49]=[CH:48][CH:47]=[CH:46][CH:45]=3)(=[O:43])=[O:42])[CH:33]=2)=[N:4][C:5]([NH:8][CH2:9][CH:10]2[CH2:15][CH2:14][CH2:13][N:12]([C:16]([C:18]3[CH:23]=[CH:22][C:21]([NH:24]C(=O)OC(C)(C)C)=[CH:20][CH:19]=3)=[O:17])[CH2:11]2)=[N:6][CH:7]=1.[C:50]([OH:56])([C:52]([F:55])([F:54])[F:53])=[O:51]. (2) The reactants are: C([N:3]1[CH2:7][CH2:6][CH2:5][C:4]1=O)=C.C([N-]C(C)C)(C)C.[Li+].[Br:17][C:18]1[CH:27]=[C:26]([F:28])[CH:25]=[CH:24][C:19]=1C(OC)=O.Cl. Given the product [Br:17][C:18]1[CH:27]=[C:26]([F:28])[CH:25]=[CH:24][C:19]=1[C:4]1[CH2:5][CH2:6][CH2:7][N:3]=1, predict the reactants needed to synthesize it.